This data is from Catalyst prediction with 721,799 reactions and 888 catalyst types from USPTO. The task is: Predict which catalyst facilitates the given reaction. (1) Reactant: [C:1]([O:10]C)(=O)[C:2]1[C:3](=[CH:5][CH:6]=[CH:7][CH:8]=1)[SH:4].[CH2:12]1[CH2:17][CH2:16][N:15]([C:18]([CH2:20][C:21]#[N:22])=[O:19])[CH2:14][CH2:13]1.C(N(CC)CC)C. Product: [O:19]=[C:18]([N:15]1[CH2:16][CH2:17][CH2:12][CH2:13][CH2:14]1)[CH:20]=[C:21]1[NH:22][C:1](=[O:10])[C:2]2[CH:8]=[CH:7][CH:6]=[CH:5][C:3]=2[S:4]1. The catalyst class is: 11. (2) Reactant: [F:1][C:2]1[C:7]([NH:8][CH2:9][C:10]2[CH:15]=[C:14]([O:16][CH3:17])[CH:13]=[C:12]([C:18]3[CH:23]=[CH:22][CH:21]=[C:20]([F:24])[CH:19]=3)[CH:11]=2)=[C:6]([F:25])[CH:5]=[CH:4][C:3]=1[OH:26].C([O-])([O-])=O.[Cs+].[Cs+].Br[CH2:34][C:35]([O:37][CH:38]([CH3:40])[CH3:39])=[O:36].O. Product: [F:1][C:2]1[C:7]([NH:8][CH2:9][C:10]2[CH:15]=[C:14]([O:16][CH3:17])[CH:13]=[C:12]([C:18]3[CH:23]=[CH:22][CH:21]=[C:20]([F:24])[CH:19]=3)[CH:11]=2)=[C:6]([F:25])[CH:5]=[CH:4][C:3]=1[O:26][CH2:34][C:35]([O:37][CH:38]([CH3:40])[CH3:39])=[O:36]. The catalyst class is: 3. (3) Reactant: C(O)=O.[NH2:4][CH2:5][CH2:6][C:7]1[CH:32]=[CH:31][C:10]([NH:11][CH:12]2[CH2:17][CH2:16][N:15]([C:18]([NH:20][CH2:21][CH2:22][C:23]3[CH:28]=[CH:27][C:26]([CH2:29][CH3:30])=[CH:25][CH:24]=3)=[O:19])[CH2:14][CH2:13]2)=[CH:9][CH:8]=1.C([Si]([O:50][C:51]1[CH:56]=[CH:55][C:54]([O:57][CH2:58][CH:59]2[CH2:61][O:60]2)=[CH:53][CH:52]=1)(C1C=CC=CC=1)C1C=CC=CC=1)(C)(C)C. Product: [CH2:29]([C:26]1[CH:25]=[CH:24][C:23]([CH2:22][CH2:21][NH:20][C:18]([N:15]2[CH2:16][CH2:17][CH:12]([NH:11][C:10]3[CH:9]=[CH:8][C:7]([CH2:6][CH2:5][NH:4][CH2:61][C@H:59]([OH:60])[CH2:58][O:57][C:54]4[CH:55]=[CH:56][C:51]([OH:50])=[CH:52][CH:53]=4)=[CH:32][CH:31]=3)[CH2:13][CH2:14]2)=[O:19])=[CH:28][CH:27]=1)[CH3:30]. The catalyst class is: 147. (4) Reactant: [CH3:1][C:2]1([NH:8][C:9](=[O:18])[O:10][CH2:11][C:12]2[CH:17]=[CH:16][CH:15]=[CH:14][CH:13]=2)[CH2:7][CH2:6][NH:5][CH2:4][CH2:3]1.Br[C:20]1[CH:21]=[C:22]([F:44])[CH:23]=[C:24]2[C:29]=1[N:28]=[C:27]([C:30]1[N:34]3[CH:35]=[CH:36][C:37]([O:39][CH2:40][CH2:41][O:42][CH3:43])=[CH:38][C:33]3=[N:32][CH:31]=1)[CH:26]=[CH:25]2.C([O-])([O-])=O.[Cs+].[Cs+].C1C=CC(P(C2C=CC3C(=CC=CC=3)C=2C2C3C(=CC=CC=3)C=CC=2P(C2C=CC=CC=2)C2C=CC=CC=2)C2C=CC=CC=2)=CC=1. Product: [F:44][C:22]1[CH:23]=[C:24]2[C:29](=[C:20]([N:5]3[CH2:4][CH2:3][C:2]([NH:8][C:9](=[O:18])[O:10][CH2:11][C:12]4[CH:17]=[CH:16][CH:15]=[CH:14][CH:13]=4)([CH3:1])[CH2:7][CH2:6]3)[CH:21]=1)[N:28]=[C:27]([C:30]1[N:34]3[CH:35]=[CH:36][C:37]([O:39][CH2:40][CH2:41][O:42][CH3:43])=[CH:38][C:33]3=[N:32][CH:31]=1)[CH:26]=[CH:25]2. The catalyst class is: 101.